Dataset: Experimentally validated miRNA-target interactions with 360,000+ pairs, plus equal number of negative samples. Task: Binary Classification. Given a miRNA mature sequence and a target amino acid sequence, predict their likelihood of interaction. (1) Result: 0 (no interaction). The protein sequence of the target gene is MDADMDYERPNVETIKCVVVGDNAVGKTRLICARACNTTLTQYQLLATHVPTVWAIDQYRVCQEVLERSRDVVDEVSVSLRLWDTFGDHHKDRRFAYGRSDVVVLCFSIANPNSLNHVKSMWYPEIKHFCPRTPVILVGCQLDLRYADLEAVNRARRPLARPIKRGDILPPEKGREVAKELGLPYYETSVFDQFGIKDVFDNAIRAALISRRHLQFWKSHLKKVQKPLLQAPFLPPKAPPPVIKIPECPSMGTNEAACLLDNPLCADVLFILQDQEHIFAHRIYLATSSSKFYDLFLMEC.... The miRNA is mmu-miR-3090-3p with sequence UCCCAGGUGACACCCUGACUCA. (2) The miRNA is mmu-miR-297c-5p with sequence AUGUAUGUGUGCAUGUACAUGU. The protein sequence of the target gene is MEEDLFQLRQLPVVKFRRTGESARSEDDAASGEHDIQIEGVRVGLEAIELDDGAAVPKEFANPTDDTFMVEDAVEAIGFGRFQWKLSVLTGLAWMADAMEMMILSILAPQLHCEWRLPSWQVALLTSVVFIGMMSSSTLWGNISDQYGRKTGLKISVLWTLYYGILSAFAPVYSWILVLRGLVGFGIGGVPQSVTLYAEFLPMKARAKCILLIEVFWAIGTVFEVLLAVFVMPSLGWRWLLLLSAAPLLLFAVLCFWLPESARYDVLSGNQEKAIATLKRIATENGAPMPLGKLIISRQE.... Result: 0 (no interaction). (3) The miRNA is hsa-miR-3665 with sequence AGCAGGUGCGGGGCGGCG. The protein sequence of the target gene is MSNYVNDMWPGSPQEKDSPSTSRSGGSSRLSSRSRSRSFSRSSRSHSRVSSRFSSRSRRSKSRSRSRRRHQRKYRRYSRSYSRSRSRSRSRRYRERRYGFTRRYYRSPSRYRSRSRSRSRSRGRSYCGRAYAIARGQRYYGFGRTVYPEEHSRWRDRSRTRSRSRTPFRLSEKDRMELLEIAKTNAAKALGTTNIDLPASLRTVPSAKETSRGIGVSSNGAKPELSEKVTEDGTRNPNEKPTQQRSIAFSSNNSVAKPIQKSAKAATEEASSRSPKIDQKKSPYGLWIPI. Result: 0 (no interaction).